Dataset: Reaction yield outcomes from USPTO patents with 853,638 reactions. Task: Predict the reaction yield, written as a fraction of the theoretical maximum amount of product (1.0 means a 100% yield; for example, 0.34 means a 34% yield). (1) The reactants are [CH3:1][C:2]1[N:3]=[C:4]([NH:7][C:8]2[CH:13]=[C:12]([O:14][C:15]3[CH:16]=[C:17]([CH:21]=[CH:22][CH:23]=3)[C:18]([OH:20])=O)[CH:11]=[CH:10][N:9]=2)[S:5][CH:6]=1.C(N(CC)CC)C.C([Cl:36])(=O)OCC.[CH3:37][N:38]([CH3:42])[CH2:39][CH2:40][NH2:41]. The catalyst is C1COCC1. The product is [ClH:36].[ClH:36].[CH3:37][N:38]([CH3:42])[CH2:39][CH2:40][NH:41][C:18](=[O:20])[C:17]1[CH:21]=[CH:22][CH:23]=[C:15]([O:14][C:12]2[CH:11]=[CH:10][N:9]=[C:8]([NH:7][C:4]3[S:5][CH:6]=[C:2]([CH3:1])[N:3]=3)[CH:13]=2)[CH:16]=1. The yield is 0.482. (2) The reactants are [CH3:1][O:2][C:3]([C:5]1[C:13]([CH2:14][N:15]2[C:19]3[CH:20]=[CH:21][CH:22]=[CH:23][C:18]=3[N:17]([C:24]([CH3:26])=[CH2:25])[C:16]2=[O:27])=[C:12]2[C:8]([C:9]([CH3:29])=[C:10]([CH3:28])[NH:11]2)=[CH:7][CH:6]=1)=[O:4].[H-].[Na+].[CH3:32]I.[NH4+].[Cl-]. The catalyst is C1COCC1. The product is [CH3:1][O:2][C:3]([C:5]1[C:13]([CH2:14][N:15]2[C:19]3[CH:20]=[CH:21][CH:22]=[CH:23][C:18]=3[N:17]([C:24]([CH3:26])=[CH2:25])[C:16]2=[O:27])=[C:12]2[C:8]([C:9]([CH3:29])=[C:10]([CH3:28])[N:11]2[CH3:32])=[CH:7][CH:6]=1)=[O:4]. The yield is 0.900. (3) The reactants are [CH2:1]([C:4]1[NH:5][C:6]2[C:11]([CH:12]=1)=[C:10]([C:13]([F:16])([F:15])[F:14])[C:9]([C:17]#[N:18])=[CH:8][CH:7]=2)[CH2:2][CH3:3].C([O-])([O-])=O.[Cs+].[Cs+].Br[CH2:26][C:27]1[N:31]=[C:30]([C:32]2[S:33][CH:34]=[CH:35][CH:36]=2)[O:29][N:28]=1. The catalyst is C(#N)C. The product is [CH2:1]([C:4]1[N:5]([CH2:26][C:27]2[N:31]=[C:30]([C:32]3[S:33][CH:34]=[CH:35][CH:36]=3)[O:29][N:28]=2)[C:6]2[C:11]([CH:12]=1)=[C:10]([C:13]([F:15])([F:16])[F:14])[C:9]([C:17]#[N:18])=[CH:8][CH:7]=2)[CH2:2][CH3:3]. The yield is 0.640.